Dataset: Forward reaction prediction with 1.9M reactions from USPTO patents (1976-2016). Task: Predict the product of the given reaction. (1) Given the reactants [CH3:1][O:2][C:3](=[O:24])[CH:4]([C:9](=[O:23])[C:10]1[CH:15]=[CH:14][C:13]([Br:16])=[CH:12][C:11]=1[S:17][C:18](=[O:22])N(C)C)C(OC)=O, predict the reaction product. The product is: [CH3:1][O:2][C:3]([C:4]1[C:18](=[O:22])[S:17][C:11]2[C:10]([C:9]=1[OH:23])=[CH:15][CH:14]=[C:13]([Br:16])[CH:12]=2)=[O:24]. (2) The product is: [CH2:19]([C@H:21]1[NH:25][C@H:24]([CH2:28][C:13]2[CH:18]=[CH:17][CH:16]=[CH:15][N:14]=2)[CH2:23][CH2:22]1)[CH3:20]. Given the reactants C([Li])CCC.CCCCCC.Br[C:13]1[CH:18]=[CH:17][CH:16]=[CH:15][N:14]=1.[CH2:19]([C@H:21]1[N:25]2S(=O)(=O)O[CH2:28][C@@H:24]2[CH2:23][CH2:22]1)[CH3:20], predict the reaction product. (3) Given the reactants [Br:1][CH2:2][CH2:3][CH2:4][C:5]([CH3:8])([OH:7])[CH3:6].N1C(C)=CC=CC=1C.[Si:17](OS(C(F)(F)F)(=O)=O)([C:20]([CH3:23])([CH3:22])[CH3:21])([CH3:19])[CH3:18].O, predict the reaction product. The product is: [Br:1][CH2:2][CH2:3][CH2:4][C:5]([CH3:8])([O:7][Si:17]([C:20]([CH3:23])([CH3:22])[CH3:21])([CH3:19])[CH3:18])[CH3:6].